Dataset: Reaction yield outcomes from USPTO patents with 853,638 reactions. Task: Predict the reaction yield, written as a fraction of the theoretical maximum amount of product (1.0 means a 100% yield; for example, 0.34 means a 34% yield). (1) The reactants are [NH2:1][CH2:2][CH2:3][O:4][C:5]1[CH:10]=[CH:9][C:8]([C:11]2[NH:20][C:19](=[O:21])[C:18]3[C:13](=[CH:14][C:15]([O:24][CH3:25])=[CH:16][C:17]=3[O:22][CH3:23])[N:12]=2)=[CH:7][C:6]=1[CH3:26].CCN(CC)CC.[C:34](Cl)(=[O:36])[CH3:35]. The catalyst is C(Cl)Cl. The product is [CH3:23][O:22][C:17]1[CH:16]=[C:15]([O:24][CH3:25])[CH:14]=[C:13]2[C:18]=1[C:19](=[O:21])[NH:20][C:11]([C:8]1[CH:9]=[CH:10][C:5]([O:4][CH2:3][CH2:2][NH:1][C:34](=[O:36])[CH3:35])=[C:6]([CH3:26])[CH:7]=1)=[N:12]2. The yield is 0.610. (2) The reactants are [Cl-].O[NH3+:3].[C:4](=[O:7])([O-])[OH:5].[Na+].CS(C)=O.[CH2:13]([C:17]1[N:18]=[C:19]([CH3:49])[N:20]([CH2:39][CH:40]2[CH2:44][C:43]3[CH:45]=[CH:46][CH:47]=[CH:48][C:42]=3[O:41]2)[C:21](=[O:38])[C:22]=1[CH2:23][C:24]1[CH:29]=[CH:28][C:27]([C:30]2[C:31]([C:36]#[N:37])=[CH:32][CH:33]=[CH:34][CH:35]=2)=[CH:26][CH:25]=1)[CH2:14][CH2:15][CH3:16]. The catalyst is C(OCC)(=O)C. The product is [CH2:13]([C:17]1[N:18]=[C:19]([CH3:49])[N:20]([CH2:39][CH:40]2[CH2:44][C:43]3[CH:45]=[CH:46][CH:47]=[CH:48][C:42]=3[O:41]2)[C:21](=[O:38])[C:22]=1[CH2:23][C:24]1[CH:25]=[CH:26][C:27]([C:30]2[CH:35]=[CH:34][CH:33]=[CH:32][C:31]=2[C:36]2[NH:3][C:4](=[O:7])[O:5][N:37]=2)=[CH:28][CH:29]=1)[CH2:14][CH2:15][CH3:16]. The yield is 0.0700. (3) The reactants are O[O:2][S:3]([O-:5])=O.[K+].[CH:7]([N:10]1[N:19]=[C:18]([NH:20][C:21]2[CH:25]=[C:24]([CH3:26])[NH:23][N:22]=2)[C:17]2[C:12](=[CH:13][C:14]([CH2:27]SC)=[CH:15][CH:16]=2)[C:11]1=[O:30])([CH3:9])[CH3:8].O1CCOC[CH2:32]1.O. The catalyst is O. The product is [CH:7]([N:10]1[N:19]=[C:18]([NH:20][C:21]2[CH:25]=[C:24]([CH3:26])[NH:23][N:22]=2)[C:17]2[C:12](=[CH:13][C:14]([CH2:27][S:3]([CH3:32])(=[O:5])=[O:2])=[CH:15][CH:16]=2)[C:11]1=[O:30])([CH3:9])[CH3:8]. The yield is 0.200. (4) The yield is 0.480. The product is [Cl:1][C:2]1[CH:3]=[CH:4][CH:5]=[C:6]2[C:10]=1[N:9]([CH2:11][CH2:12][CH3:13])[N:8]=[C:7]2[C:14]1[CH:19]=[CH:18][C:17]([OH:20])=[C:16]([F:22])[CH:15]=1. The reactants are [Cl:1][C:2]1[CH:3]=[CH:4][CH:5]=[C:6]2[C:10]=1[N:9]([CH2:11][CH2:12][CH3:13])[N:8]=[C:7]2[C:14]1[CH:19]=[CH:18][C:17]([O:20]C)=[C:16]([F:22])[CH:15]=1.B(Br)(Br)Br. No catalyst specified. (5) The reactants are C(NC(C)C)(C)C.C([Li])CCC.[CH3:13][O:14][C:15](=[O:27])[CH2:16][C:17]1[CH:22]=[CH:21][C:20]([S:23]([CH3:26])(=[O:25])=[O:24])=[CH:19][CH:18]=1.I[CH2:29][CH:30]1[CH2:34][CH2:33][CH:32]([O:35][CH:36]2[CH2:41][CH2:40][CH2:39][CH2:38][O:37]2)[CH2:31]1. The catalyst is O1CCCC1.CN1CCCN(C)C1=O. The product is [CH3:13][O:14][C:15](=[O:27])[CH:16]([C:17]1[CH:18]=[CH:19][C:20]([S:23]([CH3:26])(=[O:24])=[O:25])=[CH:21][CH:22]=1)[CH2:29][CH:30]1[CH2:34][CH2:33][CH:32]([O:35][CH:36]2[CH2:41][CH2:40][CH2:39][CH2:38][O:37]2)[CH2:31]1. The yield is 0.540. (6) The reactants are [Li]CCCC.Br[C:7]1[CH:21]=[CH:20][C:10]([O:11][CH2:12][C@H:13]2[CH2:17][O:16][C:15]([CH3:19])([CH3:18])[O:14]2)=[CH:9][C:8]=1[C:22]([F:25])([F:24])[F:23].CN([CH:29]=[O:30])C. The catalyst is C1COCC1. The product is [CH3:18][C:15]1([CH3:19])[O:14][C@@H:13]([CH2:12][O:11][C:10]2[CH:20]=[CH:21][C:7]([CH:29]=[O:30])=[C:8]([C:22]([F:25])([F:24])[F:23])[CH:9]=2)[CH2:17][O:16]1. The yield is 0.840. (7) The reactants are [CH2:1]([O:8][C:9]1[CH:14]=[CH:13][C:12]([CH2:15][C:16]([O:18][CH2:19][C:20](=O)[C:21]2[CH:26]=[CH:25][N:24]=[CH:23][CH:22]=2)=[O:17])=[CH:11][CH:10]=1)[C:2]1[CH:7]=[CH:6][CH:5]=[CH:4][CH:3]=1.C(N(CC)CC)C. The catalyst is C(#N)C. The product is [CH2:1]([O:8][C:9]1[CH:14]=[CH:13][C:12]([C:15]2[C:16](=[O:17])[O:18][CH2:19][C:20]=2[C:21]2[CH:26]=[CH:25][N:24]=[CH:23][CH:22]=2)=[CH:11][CH:10]=1)[C:2]1[CH:7]=[CH:6][CH:5]=[CH:4][CH:3]=1. The yield is 0.0800.